Dataset: Catalyst prediction with 721,799 reactions and 888 catalyst types from USPTO. Task: Predict which catalyst facilitates the given reaction. (1) Reactant: [Cl:1][C:2]1[CH:7]=[CH:6][C:5]([N:8]([C@H:12]2[C:21]3[C:16](=[CH:17][CH:18]=[CH:19][CH:20]=3)[N:15]([C:22](=[O:31])[C:23]3[CH:28]=[CH:27][C:26]([O:29][CH3:30])=[CH:25][CH:24]=3)[C@@H:14]([CH3:32])[CH2:13]2)[C:9](=[O:11])[CH3:10])=[CH:4][CH:3]=1.[H-].[Na+].BrC[C:37]1[CH:42]=[CH:41][N:40]=[CH:39][CH:38]=1.C(O)C. Product: [Cl:1][C:2]1[CH:7]=[CH:6][C:5]([N:8]([C@H:12]2[C:21]3[C:16](=[CH:17][CH:18]=[CH:19][CH:20]=3)[N:15]([C:22](=[O:31])[C:23]3[CH:24]=[CH:25][C:26]([O:29][CH2:30][C:37]4[CH:42]=[CH:41][N:40]=[CH:39][CH:38]=4)=[CH:27][CH:28]=3)[C@@H:14]([CH3:32])[CH2:13]2)[C:9](=[O:11])[CH3:10])=[CH:4][CH:3]=1. The catalyst class is: 3. (2) Reactant: [CH2:1]([O:3][C:4]([C:6]1[CH:7]=[N:8][NH:9][C:10](=[O:12])[CH:11]=1)=[O:5])[CH3:2].C(N(C(C)C)CC)(C)C.Cl[CH2:23][O:24][CH2:25][CH2:26][Si:27]([CH3:30])([CH3:29])[CH3:28]. Product: [CH2:1]([O:3][C:4]([C:6]1[CH:7]=[N:8][N:9]([CH2:23][O:24][CH2:25][CH2:26][Si:27]([CH3:30])([CH3:29])[CH3:28])[C:10](=[O:12])[CH:11]=1)=[O:5])[CH3:2]. The catalyst class is: 508.